From a dataset of Full USPTO retrosynthesis dataset with 1.9M reactions from patents (1976-2016). Predict the reactants needed to synthesize the given product. (1) Given the product [CH3:13][C:14]1[CH:19]=[CH:18][C:17]([S:20]([O:5][CH2:4][CH2:3][O:2][CH3:1])(=[O:22])=[O:21])=[CH:16][CH:15]=1, predict the reactants needed to synthesize it. The reactants are: [CH3:1][O:2][CH2:3][CH2:4][OH:5].C(N(CC)CC)C.[CH3:13][C:14]1[CH:19]=[CH:18][C:17]([S:20](Cl)(=[O:22])=[O:21])=[CH:16][CH:15]=1.C([O-])([O-])=O.[Na+].[Na+]. (2) Given the product [N:34]1([C:28]([C:27]2[CH:26]=[C:25]([CH:33]=[CH:32][CH:31]=2)[CH2:24][N:3]2[CH:4]=[C:5]([C:8]3[O:12][N:11]=[C:10]([C:13]4[CH:18]=[CH:17][C:16]([O:19][C:20]([F:23])([F:22])[F:21])=[CH:15][CH:14]=4)[N:9]=3)[CH:6]=[CH:7][C:2]2=[O:1])=[O:29])[CH2:38][CH2:37][CH2:36][CH2:35]1, predict the reactants needed to synthesize it. The reactants are: [O:1]=[C:2]1[CH:7]=[CH:6][C:5]([C:8]2[O:12][N:11]=[C:10]([C:13]3[CH:18]=[CH:17][C:16]([O:19][C:20]([F:23])([F:22])[F:21])=[CH:15][CH:14]=3)[N:9]=2)=[CH:4][N:3]1[CH2:24][C:25]1[CH:26]=[C:27]([CH:31]=[CH:32][CH:33]=1)[C:28](Cl)=[O:29].[NH:34]1[CH2:38][CH2:37][CH2:36][CH2:35]1. (3) Given the product [Cl:1][C:2]1[CH:3]=[CH:4][C:5]([N:8]2[C:12](=[O:13])[CH:11]=[C:10]([CH3:14])[N:9]2[CH2:16][CH3:17])=[CH:6][CH:7]=1, predict the reactants needed to synthesize it. The reactants are: [Cl:1][C:2]1[CH:7]=[CH:6][C:5]([N:8]2[C:12](=[O:13])[CH2:11][C:10]([CH3:14])=[N:9]2)=[CH:4][CH:3]=1.I[CH2:16][CH3:17]. (4) Given the product [Br:1][C:2]1[CH:17]=[C:6]([C:7]2[O:8][C:11]3[CH:12]=[CH:13][CH:14]=[CH:15][C:10]=3[N:9]=2)[CH:5]=[N:4][CH:3]=1, predict the reactants needed to synthesize it. The reactants are: [Br:1][C:2]1[CH:3]=[N:4][CH:5]=[C:6]([CH:17]=1)[C:7]([NH:9][C:10]1[CH:15]=[CH:14][CH:13]=[CH:12][C:11]=1Br)=[O:8].C([O-])([O-])=O.[Cs+].[Cs+].N1C2C(=CC=C3C=2N=CC=C3)C=CC=1.C(OCC)(=O)C. (5) The reactants are: P([O-])([O-])([O-])=[O:2].[CH2:6]1[CH2:10][O:9][CH2:8][CH2:7]1.C(#N)C.[N+](C1C=CC(COC(C2N3[C@H](SC=2)C(C(OC(=O)C)[C:34]2C=[C:40]4[N:36]([CH2:37][C:38]([CH3:43])([CH3:42])[CH2:39]4)[N:35]=2)(Br)C3=O)=O)=CC=1)([O-])=O. Given the product [CH2:10]([O:9][C:8]([C:7]1[CH:34]=[N:35][N:36]2[CH2:37][C:38]([CH3:43])([CH3:42])[CH2:39][C:40]=12)=[O:2])[CH3:6], predict the reactants needed to synthesize it. (6) Given the product [Cl:31][C:28]1[CH:27]=[CH:26][C:25]([CH2:24][O:23][C:18]2[CH:19]=[CH:20][CH:21]=[CH:22][C:17]=2[C:12]2[N:11]([C:9]3[CH:8]=[N:7][CH:6]=[C:5]([CH:10]=3)[C:4]([OH:32])=[O:3])[C:15]([CH3:16])=[CH:14][CH:13]=2)=[CH:30][CH:29]=1, predict the reactants needed to synthesize it. The reactants are: C([O:3][C:4](=[O:32])[C:5]1[CH:10]=[C:9]([N:11]2[C:15]([CH3:16])=[CH:14][CH:13]=[C:12]2[C:17]2[CH:22]=[CH:21][CH:20]=[CH:19][C:18]=2[O:23][CH2:24][C:25]2[CH:30]=[CH:29][C:28]([Cl:31])=[CH:27][CH:26]=2)[CH:8]=[N:7][CH:6]=1)C.C(O)C.